Dataset: Peptide-MHC class I binding affinity with 185,985 pairs from IEDB/IMGT. Task: Regression. Given a peptide amino acid sequence and an MHC pseudo amino acid sequence, predict their binding affinity value. This is MHC class I binding data. The binding affinity (normalized) is 0.0847. The MHC is HLA-B58:01 with pseudo-sequence HLA-B58:01. The peptide sequence is SLAIDAYPL.